This data is from Reaction yield outcomes from USPTO patents with 853,638 reactions. The task is: Predict the reaction yield, written as a fraction of the theoretical maximum amount of product (1.0 means a 100% yield; for example, 0.34 means a 34% yield). (1) The reactants are [Cl:1][C:2]1[N:3]=[C:4](Cl)[C:5]2[S:10][CH:9]=[C:8]([CH3:11])[C:6]=2[N:7]=1.[CH:13]([NH2:16])([CH3:15])[CH3:14]. The catalyst is CN(C=O)C. The product is [Cl:1][C:2]1[N:3]=[C:4]([NH:16][CH:13]([CH3:15])[CH3:14])[C:5]2[S:10][CH:9]=[C:8]([CH3:11])[C:6]=2[N:7]=1. The yield is 0.824. (2) The reactants are [F:1][C:2]([F:18])([F:17])[C:3]1[CH:4]=[C:5]([CH:14]=[CH:15][CH:16]=1)[CH:6](O)[C:7]1[CH:12]=[CH:11][CH:10]=[CH:9][CH:8]=1.S(Cl)([Cl:21])=O. The catalyst is C(Cl)Cl. The product is [Cl:21][CH:6]([C:7]1[CH:12]=[CH:11][CH:10]=[CH:9][CH:8]=1)[C:5]1[CH:14]=[CH:15][CH:16]=[C:3]([C:2]([F:18])([F:17])[F:1])[CH:4]=1. The yield is 0.890. (3) The reactants are N[C:2]1[C:7]([F:8])=[CH:6][N:5]=[C:4](O)[N:3]=1.C/[C:11](/[O:17][Si](C)(C)C)=[N:12]\[Si](C)(C)C.[C:22]1([CH2:28][S:29](Cl)(=[O:31])=[O:30])[CH:27]=[CH:26][CH:25]=[CH:24][CH:23]=1.[C:33](#N)C. No catalyst specified. The product is [F:8][C:7]1[C:6]([N:5]([CH3:4])[S:29]([CH2:28][C:22]2[CH:27]=[CH:26][CH:25]=[CH:24][CH:23]=2)(=[O:31])=[O:30])=[N:12][C:11](=[O:17])[N:3]([CH3:33])[CH:2]=1. The yield is 0.270. (4) The reactants are [S:1]1[CH2:5][CH2:4][N:3]=[C:2]1[NH:6][C:7]([C:9]1[CH:10]=[C:11](B(O)O)[CH:12]=[CH:13][CH:14]=1)=[O:8].I[C:19]1[C:27]2[C:22](=[N:23][CH:24]=[N:25][C:26]=2[NH2:28])[N:21]([CH:29]([CH3:31])[CH3:30])[N:20]=1.C([O-])([O-])=O.[Na+].[Na+]. The catalyst is CCO.COCCOC.C1C=CC([P]([Pd]([P](C2C=CC=CC=2)(C2C=CC=CC=2)C2C=CC=CC=2)([P](C2C=CC=CC=2)(C2C=CC=CC=2)C2C=CC=CC=2)[P](C2C=CC=CC=2)(C2C=CC=CC=2)C2C=CC=CC=2)(C2C=CC=CC=2)C2C=CC=CC=2)=CC=1. The product is [NH2:28][C:26]1[N:25]=[CH:24][N:23]=[C:22]2[N:21]([CH:29]([CH3:31])[CH3:30])[N:20]=[C:19]([C:11]3[CH:10]=[C:9]([CH:14]=[CH:13][CH:12]=3)[C:7]([NH:6][C:2]3[S:1][CH2:5][CH2:4][N:3]=3)=[O:8])[C:27]=12. The yield is 0.670. (5) The reactants are [CH3:1][N:2]1[CH:6]=[C:5]([C:7]2[C:15]3[C:10](=[N:11][CH:12]=[C:13]([OH:16])[CH:14]=3)[N:9]([CH2:17][O:18][CH2:19][CH2:20][Si:21]([CH3:24])([CH3:23])[CH3:22])[CH:8]=2)[CH:4]=[N:3]1.Br[CH2:26][CH2:27][CH2:28][CH2:29][CH3:30].C([O-])([O-])=O.[K+].[K+]. The catalyst is [N+](CCCC)(CCCC)(CCCC)CCCC.[I-].CC(C)=O. The product is [CH3:1][N:2]1[CH:6]=[C:5]([C:7]2[C:15]3[C:10](=[N:11][CH:12]=[C:13]([O:16][CH2:26][CH2:27][CH2:28][CH2:29][CH3:30])[CH:14]=3)[N:9]([CH2:17][O:18][CH2:19][CH2:20][Si:21]([CH3:24])([CH3:23])[CH3:22])[CH:8]=2)[CH:4]=[N:3]1. The yield is 0.510. (6) The reactants are [C:1]1([CH2:7][CH2:8][C:9]([OH:11])=O)[CH:6]=[CH:5][CH:4]=[CH:3][CH:2]=1.CN(C(ON1N=NC2C=CC=CC1=2)=[N+](C)C)C.F[P-](F)(F)(F)(F)F.[NH2:36][C:37]1[CH:38]=[C:39]([C:59](=[O:66])[NH:60][C:61]2[NH:62][CH:63]=[CH:64][N:65]=2)[C:40]2[N:44]=[C:43]([NH:45][C:46]([C:48]3[N:49]=[CH:50][C:51]4[C:56]([CH:57]=3)=[CH:55][CH:54]=[CH:53][CH:52]=4)=[O:47])[NH:42][C:41]=2[CH:58]=1. The catalyst is CN(C=O)C.CCN(C(C)C)C(C)C.[Cl-].[Na+].O. The product is [NH:62]1[CH:63]=[CH:64][N:65]=[C:61]1[NH:60][C:59]([C:39]1[C:40]2[NH:44][C:43]([NH:45][C:46]([C:48]3[N:49]=[CH:50][C:51]4[C:56]([CH:57]=3)=[CH:55][CH:54]=[CH:53][CH:52]=4)=[O:47])=[N:42][C:41]=2[CH:58]=[C:37]([NH:36][C:9](=[O:11])[CH2:8][CH2:7][C:1]2[CH:2]=[CH:3][CH:4]=[CH:5][CH:6]=2)[CH:38]=1)=[O:66]. The yield is 0.660. (7) The yield is 0.970. No catalyst specified. The reactants are [Cl:1][C:2]1[CH:3]=[C:4]([C:9]2[O:13][N:12]=[CH:11][C:10]=2[CH2:14][CH2:15][C:16]([OH:18])=[O:17])[CH:5]=[CH:6][C:7]=1[F:8].S(=O)(=O)(O)O.[CH3:24]O. The product is [Cl:1][C:2]1[CH:3]=[C:4]([C:9]2[O:13][N:12]=[CH:11][C:10]=2[CH2:14][CH2:15][C:16]([O:18][CH3:24])=[O:17])[CH:5]=[CH:6][C:7]=1[F:8]. (8) The reactants are [CH:1]1([O:6][C:7](=[O:26])[C@@H:8]([NH:15][CH2:16][C:17]2[CH:22]=[CH:21][CH:20]=[C:19]([N+:23]([O-:25])=[O:24])[CH:18]=2)[C:9]2[CH:14]=[CH:13][CH:12]=[CH:11][CH:10]=2)[CH2:5][CH2:4][CH2:3][CH2:2]1.[C:27](O[C:27]([O:29][C:30]([CH3:33])([CH3:32])[CH3:31])=[O:28])([O:29][C:30]([CH3:33])([CH3:32])[CH3:31])=[O:28].CN(C)CCNC.C(OCC)(=O)C. The catalyst is C(Cl)Cl. The product is [CH:1]1([O:6][C:7](=[O:26])[C@@H:8]([N:15]([CH2:16][C:17]2[CH:22]=[CH:21][CH:20]=[C:19]([N+:23]([O-:25])=[O:24])[CH:18]=2)[C:27]([O:29][C:30]([CH3:33])([CH3:32])[CH3:31])=[O:28])[C:9]2[CH:10]=[CH:11][CH:12]=[CH:13][CH:14]=2)[CH2:2][CH2:3][CH2:4][CH2:5]1. The yield is 0.420.